Predict which catalyst facilitates the given reaction. From a dataset of Catalyst prediction with 721,799 reactions and 888 catalyst types from USPTO. (1) Reactant: [CH2:1]([O:5][C:6]1[N:14]=[C:13]2[C:9]([N:10]=[C:11]([O:20]C)[N:12]2[CH2:15][CH2:16][CH2:17][CH2:18]Cl)=[C:8]([NH2:22])[N:7]=1)[CH2:2][CH2:3][CH3:4].CCN(C(C)C)C(C)C.[N:32]1([CH2:38][CH2:39][OH:40])[CH2:37][CH2:36][NH:35][CH2:34][CH2:33]1. Product: [NH2:22][C:8]1[N:7]=[C:6]([O:5][CH2:1][CH2:2][CH2:3][CH3:4])[N:14]=[C:13]2[C:9]=1[NH:10][C:11](=[O:20])[N:12]2[CH2:15][CH2:16][CH2:17][CH2:18][N:35]1[CH2:36][CH2:37][N:32]([CH2:38][CH2:39][OH:40])[CH2:33][CH2:34]1. The catalyst class is: 623. (2) Reactant: [F:1][C:2]([F:21])([F:20])[C:3]([C:9]1[CH:14]=[CH:13][C:12]([CH2:15]O)=[C:11]([CH2:17][CH2:18][CH3:19])[CH:10]=1)([OH:8])[C:4]([F:7])([F:6])[F:5].C(N(CC)CC)C.CS(Cl)(=O)=O.[NH2:34][C:35]([CH3:56])([CH3:55])[CH2:36][NH:37][C:38]([NH:40][C:41]1[CH:46]=[CH:45][C:44]([CH2:47][CH:48]2[CH2:53][CH2:52][NH:51][CH2:50][CH2:49]2)=[CH:43][C:42]=1[F:54])=[O:39].C(=O)([O-])[O-].[K+].[K+]. Product: [NH2:34][C:35]([CH3:56])([CH3:55])[CH2:36][NH:37][C:38]([NH:40][C:41]1[CH:46]=[CH:45][C:44]([CH2:47][CH:48]2[CH2:53][CH2:52][N:51]([CH2:15][C:12]3[CH:13]=[CH:14][C:9]([C:3]([OH:8])([C:4]([F:7])([F:6])[F:5])[C:2]([F:20])([F:1])[F:21])=[CH:10][C:11]=3[CH2:17][CH2:18][CH3:19])[CH2:50][CH2:49]2)=[CH:43][C:42]=1[F:54])=[O:39]. The catalyst class is: 4. (3) Reactant: [CH3:1][N:2]1[C:6]([C:7](=[O:24])[NH:8][C:9]2[CH:14]=[CH:13][N:12]3[N:15]=[C:16]([C:18]4[CH:19]=[N:20][CH:21]=[CH:22][CH:23]=4)[N:17]=[C:11]3[CH:10]=2)=[C:5]([C:25](O)=[O:26])[CH:4]=[N:3]1.Cl.[F:29][CH:30]1[CH2:33][NH:32][CH2:31]1.CCCP(=O)=O.C(N(CC)C(C)C)(C)C. Product: [F:29][CH:30]1[CH2:33][N:32]([C:25]([C:5]2[CH:4]=[N:3][N:2]([CH3:1])[C:6]=2[C:7]([NH:8][C:9]2[CH:14]=[CH:13][N:12]3[N:15]=[C:16]([C:18]4[CH:19]=[N:20][CH:21]=[CH:22][CH:23]=4)[N:17]=[C:11]3[CH:10]=2)=[O:24])=[O:26])[CH2:31]1. The catalyst class is: 7. (4) Reactant: [C:1]([N:8]1[CH2:13][CH2:12][NH:11][CH2:10][CH2:9]1)([O:3][C:4]([CH3:7])([CH3:6])[CH3:5])=[O:2].O.C([O-])([O-])=O.[K+].[K+].[NH:21]1[CH2:25][CH2:24][N:23]=[C:22]1S(O)(=O)=O. Product: [NH:23]1[CH2:24][CH2:25][N:21]=[C:22]1[N:11]1[CH2:10][CH2:9][N:8]([C:1]([O:3][C:4]([CH3:7])([CH3:6])[CH3:5])=[O:2])[CH2:13][CH2:12]1. The catalyst class is: 5. (5) Reactant: Br[CH2:2][CH2:3][CH2:4][CH:5]1[O:10][C:9]2[CH:11]=[CH:12][CH:13]=[CH:14][C:8]=2[N:7]([C:15]2[CH:20]=[CH:19][CH:18]=[CH:17][CH:16]=2)[S:6]1(=[O:22])=[O:21].[CH2:23]([NH2:25])[CH3:24].[ClH:26]. Product: [ClH:26].[O:21]=[S:6]1(=[O:22])[CH:5]([CH2:4][CH2:3][CH2:2][NH:25][CH2:23][CH3:24])[O:10][C:9]2[CH:11]=[CH:12][CH:13]=[CH:14][C:8]=2[N:7]1[C:15]1[CH:20]=[CH:19][CH:18]=[CH:17][CH:16]=1. The catalyst class is: 27. (6) The catalyst class is: 77. Product: [F:11][C:9]1[CH:8]=[CH:7][C:6]2[N:5]([N:4]=[CH:3][C:2]=2[B:17]2[O:21][C:20]([CH3:23])([CH3:22])[C:19]([CH3:25])([CH3:24])[O:18]2)[CH:10]=1. Reactant: Br[C:2]1[CH:3]=[N:4][N:5]2[CH:10]=[C:9]([F:11])[CH:8]=[CH:7][C:6]=12.C([O-])(=O)C.[K+].[B:17]1([B:17]2[O:21][C:20]([CH3:23])([CH3:22])[C:19]([CH3:25])([CH3:24])[O:18]2)[O:21][C:20]([CH3:23])([CH3:22])[C:19]([CH3:25])([CH3:24])[O:18]1. (7) Reactant: C([O:8][C:9](=[O:46])[CH:10]([O:43][CH2:44][CH3:45])[CH2:11][C:12]1[CH:17]=[CH:16][C:15]([O:18][C:19](=[O:35])[CH2:20][C:21]2[CH:26]=[CH:25][C:24]([NH:27][C:28]([O:30][C:31]([CH3:34])([CH3:33])[CH3:32])=[O:29])=[CH:23][CH:22]=2)=[C:14]([CH2:36][C:37]2[CH:42]=[CH:41][CH:40]=[CH:39][CH:38]=2)[CH:13]=1)C1C=CC=CC=1.CCO. Product: [CH2:36]([C:14]1[CH:13]=[C:12]([CH2:11][CH:10]([O:43][CH2:44][CH3:45])[C:9]([OH:46])=[O:8])[CH:17]=[CH:16][C:15]=1[O:18][C:19](=[O:35])[CH2:20][C:21]1[CH:26]=[CH:25][C:24]([NH:27][C:28]([O:30][C:31]([CH3:33])([CH3:34])[CH3:32])=[O:29])=[CH:23][CH:22]=1)[C:37]1[CH:42]=[CH:41][CH:40]=[CH:39][CH:38]=1. The catalyst class is: 25. (8) Reactant: [C:1]([O:11][CH2:12][CH3:13])(=[O:10])[C@@H:2]([C:4]1[CH:9]=[CH:8][CH:7]=[CH:6][CH:5]=1)[OH:3].[C:28]1(C)[CH:29]=[CH:30]C(S([O-])(=[O:21])=[O:21])=[CH:26][CH:27]=1.[NH+]1[CH:30]=[CH:29][CH:28]=[CH:27][CH:26]=1. Product: [CH2:12]([O:11][C:1](=[O:10])[C@H:2]([O:3][CH:30]1[CH2:29][CH2:28][CH2:27][CH2:26][O:21]1)[C:4]1[CH:9]=[CH:8][CH:7]=[CH:6][CH:5]=1)[CH3:13]. The catalyst class is: 4. (9) Reactant: CC(CCCCCCCCC(N[C@H]1[C@H](O[C:81]2[C:76]3[O:75][C:69]4[CH:68]=C[C:72]([C@@H](O)[C@@H]5NC(=O)[C@H](N[C:84]([C@@H:83]6NC([C@H]7NC(=O)[C@@H](CC8C=CC(O[C:80]=2[CH:79]=[C:78]6[CH:77]=3)=CC=8)N[C:84](=O)[C@H:83](NC)[C:78]2[CH:79]=[CH:80][C:81](O)=[C:76]([CH:77]=2)[O:75][C:69]2[CH:70]=[C:71](O)[C:72](Cl)=C7[CH:68]=2)=O)=O)C2C=CC(O)=C(C=2)C2C(O[C@H]3O[C@H](CO)[C@@H](O)[C@H](O)[C@@H]3O)=CC(O)=CC=2[C@@H](C(NCCCN(C)C)=O)NC5=O)=[CH:71][C:70]=4Cl)O[C@H](C(O)=O)[C@@H](O)[C@@H]1O)=O)C.[CH:129]1[C:138]2[C:133](=[CH:134][CH:135]=[CH:136][CH:137]=2)[CH:132]=[CH:131][C:130]=1B(O)O.[C:142](=[O:145])([O-])[O-].[Na+].[Na+]. The catalyst class is: 73. Product: [CH:69]1([O:75][C:76]2[C:77]([C:130]3[CH:131]=[CH:132][C:133]4[C:138](=[CH:137][CH:136]=[CH:135][CH:134]=4)[CH:129]=3)=[C:78]3[C:79](=[CH:80][CH:81]=2)[C:142](=[O:145])[CH2:84][CH2:83]3)[CH2:68][CH2:72][CH2:71][CH2:70]1. (10) Reactant: [Cl:1][C:2]1[CH:10]=[C:9]2[C:5]([CH2:6][N:7]([CH3:12])[C:8]2=[O:11])=[CH:4][C:3]=1[N+:13]([O-])=O.O.O.Cl[Sn]Cl.C(Cl)Cl.[OH-].[Na+]. Product: [NH2:13][C:3]1[CH:4]=[C:5]2[C:9](=[CH:10][C:2]=1[Cl:1])[C:8](=[O:11])[N:7]([CH3:12])[CH2:6]2. The catalyst class is: 40.